This data is from Full USPTO retrosynthesis dataset with 1.9M reactions from patents (1976-2016). The task is: Predict the reactants needed to synthesize the given product. (1) Given the product [C:1]([O:5][C:6]([NH:8][C@@H:9]([CH2:10][CH2:11][CH:12]([CH2:18][CH2:19][CH2:20][F:21])[C:13]([O:15][CH2:16][CH3:17])=[O:14])[C:22]([O:24][C:25]([CH3:27])([CH3:28])[CH3:26])=[O:23])=[O:7])([CH3:4])([CH3:3])[CH3:2], predict the reactants needed to synthesize it. The reactants are: [C:1]([O:5][C:6]([NH:8][C@H:9]([C:22]([O:24][C:25]([CH3:28])([CH3:27])[CH3:26])=[O:23])[CH2:10]/[CH:11]=[C:12](\[CH2:18][CH2:19][CH2:20][F:21])/[C:13]([O:15][CH2:16][CH3:17])=[O:14])=[O:7])([CH3:4])([CH3:3])[CH3:2].C(OC(N[C@H](C(OC(C)(C)C)=O)C/C=C(/CCCF)\C(OCC)=O)=O)(C)(C)C. (2) Given the product [Br:1][C:2]1[CH:3]=[CH:4][C:5]([C@@H:8]([N:10]2[CH2:15][CH2:14][C@:13]([CH2:22][C:23]([OH:25])([CH3:27])[CH3:24])([C:16]3[CH:21]=[CH:20][CH:19]=[CH:18][CH:17]=3)[CH2:12][C:11]2=[O:26])[CH3:9])=[CH:6][CH:7]=1, predict the reactants needed to synthesize it. The reactants are: [Br:1][C:2]1[CH:7]=[CH:6][C:5]([C@@H:8]([N:10]2[CH2:15][CH2:14][C@:13]([CH2:22][C:23](=[O:25])[CH3:24])([C:16]3[CH:21]=[CH:20][CH:19]=[CH:18][CH:17]=3)[CH2:12][C:11]2=[O:26])[CH3:9])=[CH:4][CH:3]=1.[CH3:27][Mg]Br. (3) Given the product [CH3:1][N:2]([CH3:16])[C:3]1[C:8]([C:9]([F:12])([F:11])[F:10])=[CH:7][C:6]([NH2:13])=[CH:5][N:4]=1, predict the reactants needed to synthesize it. The reactants are: [CH3:1][N:2]([CH3:16])[C:3]1[C:8]([C:9]([F:12])([F:11])[F:10])=[CH:7][C:6]([N+:13]([O-])=O)=[CH:5][N:4]=1. (4) Given the product [CH2:21]([Sn:16]([CH2:12][CH2:13][CH2:14][CH3:15])([CH2:17][CH2:18][CH2:19][CH3:20])[C:2]1[S:3][CH:4]=[CH:5][CH:6]=1)[CH2:22][CH2:23][CH3:24], predict the reactants needed to synthesize it. The reactants are: Br[C:2]1[S:3][CH:4]=[CH:5][CH:6]=1.C([Li])CCC.[CH2:12]([Sn:16](Cl)([CH2:21][CH2:22][CH2:23][CH3:24])[CH2:17][CH2:18][CH2:19][CH3:20])[CH2:13][CH2:14][CH3:15].O. (5) Given the product [O:13]1[C:46]2[CH:45]=[CH:44][CH:43]=[C:42]([CH:48]3[CH2:9][CH:8]([CH2:7][C:21](=[O:22])[C:20]([OH:19])=[O:33])[CH2:10]3)[C:47]=2[O:14][CH2:11]1, predict the reactants needed to synthesize it. The reactants are: [H-].[CH2:7]([Al+][CH2:7][CH:8]([CH3:10])[CH3:9])[CH:8]([CH3:10])[CH3:9].[C:11]([O:14]CC)(=[O:13])C.C([O:19][C:20](=[O:33])[CH:21](P(OCC)(OCC)=O)[O:22]CC)C.C(NC(C)C)(C)C.[Li].[C:42]1([CH3:48])[CH:47]=[CH:46][CH:45]=[CH:44][CH:43]=1. (6) Given the product [N:1]([C@H:4]1[C:5]2[C:10](=[CH:9][C:8]([CH2:14][NH:15][CH:20]3[CH2:19][CH2:18][CH2:17][CH2:16]3)=[CH:7][CH:6]=2)[O:27][CH2:12][CH2:13]1)=[N+:2]=[N-:3], predict the reactants needed to synthesize it. The reactants are: [N:1]([C@@H:4]1[CH2:13][CH2:12]C[C:10]2[CH:9]=[C:8]([CH2:14][N:15]3[CH2:20][CH2:19][CH2:18][CH2:17][CH2:16]3)[CH:7]=[CH:6][C:5]1=2)=[N+:2]=[N-:3].N([C@H]1C2C(=CC(C=O)=CC=2)[O:27]CC1)=[N+]=[N-]. (7) Given the product [NH2:1][C:2]1[C:3]([C:15]([NH2:17])=[O:16])=[CH:4][C:5]2[C:13]3[C:8](=[CH:9][CH:10]=[CH:11][CH:12]=3)[N:7]([CH2:25][CH2:26][N:27]3[CH:31]=[CH:30][CH:29]=[CH:28]3)[C:6]=2[N:14]=1, predict the reactants needed to synthesize it. The reactants are: [NH2:1][C:2]1[C:3]([C:15]([NH2:17])=[O:16])=[CH:4][C:5]2[C:13]3[C:8](=[CH:9][CH:10]=[CH:11][CH:12]=3)[NH:7][C:6]=2[N:14]=1.CC(C)([O-])C.[K+].Br[CH2:25][CH2:26][N:27]1[CH:31]=[CH:30][CH:29]=[CH:28]1.[I-].[K+].